From a dataset of Forward reaction prediction with 1.9M reactions from USPTO patents (1976-2016). Predict the product of the given reaction. (1) Given the reactants [Br:1][C:2]1[C:10]([O:11][CH2:12][CH3:13])=[CH:9][C:5]([C:6]([OH:8])=[O:7])=[CH:4][C:3]=1[O:14][CH2:15][CH3:16].C1N=CN(C(N2C=NC=C2)=O)C=1.[CH3:29][C:30](O)([CH3:32])[CH3:31].C1CCN2C(=NCCC2)CC1, predict the reaction product. The product is: [Br:1][C:2]1[C:10]([O:11][CH2:12][CH3:13])=[CH:9][C:5]([C:6]([O:8][C:30]([CH3:32])([CH3:31])[CH3:29])=[O:7])=[CH:4][C:3]=1[O:14][CH2:15][CH3:16]. (2) Given the reactants CN(C)[CH:3]=[O:4].[O:6]=[C:7]([CH3:14])[CH2:8][CH2:9][CH2:10][C:11](O)=[O:12].C(=O)([O-])[O-].[K+].[K+].CI, predict the reaction product. The product is: [O:6]=[C:7]([CH3:14])[CH2:8][CH2:9][CH2:10][C:11]([O:4][CH3:3])=[O:12]. (3) Given the reactants [Cl:1][C:2]1[CH:7]=[CH:6][CH:5]=[CH:4][C:3]=1[NH:8][C:9]1[C:18]2[C:13](=[CH:14][CH:15]=[C:16]([CH3:19])[CH:17]=2)[N:12]=[CH:11][C:10]=1[NH2:20].NC1C=CC(C)=CC=1[C:24](O)=[O:25], predict the reaction product. The product is: [Cl:1][C:2]1[CH:7]=[CH:6][CH:5]=[CH:4][C:3]=1[N:8]1[C:9]2[C:18]3[CH:17]=[C:16]([CH3:19])[CH:15]=[CH:14][C:13]=3[N:12]=[CH:11][C:10]=2[NH:20][C:24]1=[O:25].